This data is from Forward reaction prediction with 1.9M reactions from USPTO patents (1976-2016). The task is: Predict the product of the given reaction. (1) The product is: [Br:19][C:9]1[C:10]2[O:1][CH2:2][CH2:3][CH2:4][C:5]=2[C:6]([NH2:11])=[CH:7][CH:8]=1. Given the reactants [O:1]1[C:10]2[CH:9]=[CH:8][CH:7]=[C:6]([NH2:11])[C:5]=2[CH2:4][CH2:3][CH2:2]1.C1C(=O)N([Br:19])C(=O)C1, predict the reaction product. (2) Given the reactants [I:1][C:2]1[CH:7]=[C:6]([O:8][CH3:9])[C:5]([O:10][CH3:11])=[CH:4][C:3]=1[CH2:12][C:13]([OH:15])=O.[C:16]1([CH:22]2[CH2:27][C:26](=[O:28])[CH:25]=[CH:24][NH:23]2)[CH:21]=[CH:20][CH:19]=[CH:18][CH:17]=1, predict the reaction product. The product is: [I:1][C:2]1[CH:7]=[C:6]([O:8][CH3:9])[C:5]([O:10][CH3:11])=[CH:4][C:3]=1[CH2:12][C:13]([N:23]1[CH:24]=[CH:25][C:26](=[O:28])[CH2:27][CH:22]1[C:16]1[CH:21]=[CH:20][CH:19]=[CH:18][CH:17]=1)=[O:15]. (3) Given the reactants C(Cl)(Cl)Cl.[C:5]([C:7]1[C:8](=[C:15]([C:18]#[N:19])[C:16]#[N:17])[O:9][C:10]([CH3:14])([CH3:13])[C:11]=1[CH3:12])#[N:6].[C:20]([SiH2:24][O:25][C:26]([CH3:52])([CH3:51])[CH:27]1[CH2:32][O:31][C:30]2=[C:33]([CH:38]=[CH:39][C:40]3[CH:45]=[CH:44][C:43]([N:46]([CH2:49][CH3:50])[CH2:47][CH3:48])=[CH:42][CH:41]=3)[S:34][C:35]([CH:36]=O)=[C:29]2[O:28]1)([CH3:23])([CH3:22])[CH3:21], predict the reaction product. The product is: [C:20]([SiH2:24][O:25][C:26]([CH3:51])([CH3:52])[CH:27]1[CH2:32][O:31][C:30]2=[C:33]([CH:38]=[CH:39][C:40]3[CH:41]=[CH:42][C:43]([N:46]([CH2:49][CH3:50])[CH2:47][CH3:48])=[CH:44][CH:45]=3)[S:34][C:35]([CH:36]=[CH:12][C:11]3[C:10]([CH3:13])([CH3:14])[O:9][C:8](=[C:15]([C:16]#[N:17])[C:18]#[N:19])[C:7]=3[C:5]#[N:6])=[C:29]2[O:28]1)([CH3:23])([CH3:22])[CH3:21].